From a dataset of Forward reaction prediction with 1.9M reactions from USPTO patents (1976-2016). Predict the product of the given reaction. (1) Given the reactants [F:1][C:2]1[CH:7]=[CH:6][C:5]([C:8]2[N:13]=[C:12]([CH3:14])[C:11]([C:15]([OH:17])=O)=[CH:10][N:9]=2)=[CH:4][CH:3]=1.C(N(C(C)C)CC)(C)C.[CH3:27][NH:28][S:29]([C:32]1[CH:33]=[C:34]([CH:37]=[CH:38][CH:39]=1)[CH2:35][NH2:36])(=[O:31])=[O:30], predict the reaction product. The product is: [CH3:27][NH:28][S:29]([C:32]1[CH:33]=[C:34]([CH:37]=[CH:38][CH:39]=1)[CH2:35][NH:36][C:15]([C:11]1[C:12]([CH3:14])=[N:13][C:8]([C:5]2[CH:4]=[CH:3][C:2]([F:1])=[CH:7][CH:6]=2)=[N:9][CH:10]=1)=[O:17])(=[O:30])=[O:31]. (2) Given the reactants [C:1](=[O:4])([O-])[O-].[Cs+].[Cs+].C(#N)C.O[C:11]1[CH:12]=[CH:13][C:14]2[C:15](=[O:38])[C@H:16]3[C:33]4[C:28](=[CH:29][C:30]([O:36][CH3:37])=[C:31]([O:34][CH3:35])[CH:32]=4)[O:27][CH2:26][C@H:17]3[O:18][C:19]=2[C:20]=1[CH2:21][CH:22]=[C:23]([CH3:25])[CH3:24].IC, predict the reaction product. The product is: [CH3:35][O:34][C:31]1[CH:32]=[C:33]2[CH:16]3[CH:17]([O:18][C:19]4[C:20]([CH2:21][CH:22]=[C:23]([CH3:25])[CH3:24])=[C:11]([O:4][CH3:1])[CH:12]=[CH:13][C:14]=4[C:15]3=[O:38])[CH2:26][O:27][C:28]2=[CH:29][C:30]=1[O:36][CH3:37].